From a dataset of Catalyst prediction with 721,799 reactions and 888 catalyst types from USPTO. Predict which catalyst facilitates the given reaction. (1) Reactant: [C-:1]#[N:2].[Na+].[Cl:4][CH2:5][C:6]1([CH3:25])[O:10][N:9]=[C:8]([S:11][CH2:12][C:13]2[C:14]([C:21]([F:24])([F:23])[F:22])=[N:15][N:16]([CH2:19][CH3:20])[C:17]=2F)[CH2:7]1.O.C(OCC)(=O)C. Product: [Cl:4][CH2:5][C:6]1([CH3:25])[O:10][N:9]=[C:8]([S:11][CH2:12][C:13]2[C:14]([C:21]([F:24])([F:23])[F:22])=[N:15][N:16]([CH2:19][CH3:20])[C:17]=2[C:1]#[N:2])[CH2:7]1. The catalyst class is: 9. (2) The catalyst class is: 17. Product: [CH2:1]([O:8][C:9]1[C:14](=[O:15])[CH:13]=[CH:12][N:20]([CH2:19][CH:18]([F:21])[F:17])[C:10]=1[CH3:16])[C:2]1[CH:3]=[CH:4][CH:5]=[CH:6][CH:7]=1. Reactant: [CH2:1]([O:8][C:9]1[C:14](=[O:15])[CH:13]=[CH:12]O[C:10]=1[CH3:16])[C:2]1[CH:7]=[CH:6][CH:5]=[CH:4][CH:3]=1.[F:17][CH:18]([F:21])[CH2:19][NH2:20].Cl.C(N(CC)CC)C. (3) Reactant: [Br:1][CH2:2][CH2:3][CH2:4][CH2:5][CH2:6][CH2:7][CH2:8][CH2:9][CH2:10][CH2:11][CH2:12][CH2:13][CH2:14][CH2:15][C:16]([OH:18])=[O:17].N#N.[C:21](OC(O[C:21]([CH3:24])([CH3:23])[CH3:22])N(C)C)([CH3:24])([CH3:23])[CH3:22]. Product: [C:21]([O:17][C:16](=[O:18])[CH2:15][CH2:14][CH2:13][CH2:12][CH2:11][CH2:10][CH2:9][CH2:8][CH2:7][CH2:6][CH2:5][CH2:4][CH2:3][CH2:2][Br:1])([CH3:24])([CH3:23])[CH3:22]. The catalyst class is: 11. (4) Reactant: [Cl:1][C:2]1[CH:18]=[CH:17][C:5]2[CH2:6][CH2:7][N:8]([C:11](=[O:16])[C:12]([F:15])([F:14])[F:13])[CH2:9][CH2:10][C:4]=2[C:3]=1[NH:19][CH2:20][C:21]1[CH:26]=[CH:25][C:24]([C:27]2(OCC[O:35]2)[CH2:28][S:29][CH2:30][C:31]([F:34])([F:33])[F:32])=[CH:23][CH:22]=1.Cl. Product: [Cl:1][C:2]1[CH:18]=[CH:17][C:5]2[CH2:6][CH2:7][N:8]([C:11](=[O:16])[C:12]([F:13])([F:14])[F:15])[CH2:9][CH2:10][C:4]=2[C:3]=1[NH:19][CH2:20][C:21]1[CH:26]=[CH:25][C:24]([C:27]([CH2:28][S:29][CH2:30][C:31]([F:34])([F:32])[F:33])=[O:35])=[CH:23][CH:22]=1. The catalyst class is: 269. (5) Reactant: [F:1][C:2]1[CH:7]=[CH:6][C:5]([C:8]2[CH:13]=[C:12]([CH3:14])[N:11]=[CH:10][C:9]=2[N:15]([CH3:33])[C:16](=[O:32])[C:17]2[CH:22]=[C:21]([C:23]([F:26])([F:25])[F:24])[CH:20]=[C:19](SC3COC3)[CH:18]=2)=[C:4]([O:34][CH3:35])[CH:3]=1.O[O:37][S:38]([O-:40])=O.[K+].[O-]S([O-])(=S)=O.[Na+].[Na+].C[CH2:50][O:51][C:52]([CH3:54])=O. Product: [F:1][C:2]1[CH:7]=[CH:6][C:5]([C:8]2[CH:13]=[C:12]([CH3:14])[N:11]=[CH:10][C:9]=2[N:15]([CH3:33])[C:16](=[O:32])[C:17]2[CH:22]=[C:21]([C:23]([F:25])([F:24])[F:26])[CH:20]=[C:19]([S:38]([CH:54]3[CH2:50][O:51][CH2:52]3)(=[O:40])=[O:37])[CH:18]=2)=[C:4]([O:34][CH3:35])[CH:3]=1. The catalyst class is: 24. (6) Product: [NH2:1][C:2]1[NH:6][C:5]2[CH:7]=[CH:8][C:9]([C:11]3[CH:16]=[C:15]([Cl:17])[CH:14]=[CH:13][C:12]=3[O:18][C:26]3[C:25]([F:29])=[CH:24][C:23]([S:30]([N:33]([CH3:39])[C:34]4[S:38][N:37]=[CH:36][N:35]=4)(=[O:31])=[O:32])=[C:22]([F:21])[CH:27]=3)=[CH:10][C:4]=2[N:3]=1. Reactant: [NH2:1][C:2]1[NH:6][C:5]2[CH:7]=[CH:8][C:9]([C:11]3[CH:16]=[C:15]([Cl:17])[CH:14]=[CH:13][C:12]=3[OH:18])=[CH:10][C:4]=2[N:3]=1.[H-].[Na+].[F:21][C:22]1[CH:27]=[C:26](F)[C:25]([F:29])=[CH:24][C:23]=1[S:30]([N:33]([CH3:39])[C:34]1[S:38][N:37]=[CH:36][N:35]=1)(=[O:32])=[O:31]. The catalyst class is: 35.